This data is from Reaction yield outcomes from USPTO patents with 853,638 reactions. The task is: Predict the reaction yield, written as a fraction of the theoretical maximum amount of product (1.0 means a 100% yield; for example, 0.34 means a 34% yield). (1) The reactants are FC(F)(F)C(OC1C(F)=C(F)C(F)=C(F)C=1F)=O.[Cl:19][CH2:20][CH2:21][O:22][C:23]1[CH:32]=[C:31]([O:33][CH3:34])[CH:30]=[C:29]2[C:24]=1[C:25]([NH:35][C:36]1[CH:40]=[C:39]([CH2:41][C:42](O)=[O:43])[NH:38][N:37]=1)=[N:26][CH:27]=[N:28]2.N1C=CC=CC=1.[NH2:51][C:52]1[CH:57]=[CH:56][CH:55]=[CH:54][CH:53]=1. The catalyst is CN(C)C=O.C(OCC)C. The product is [Cl:19][CH2:20][CH2:21][O:22][C:23]1[CH:32]=[C:31]([O:33][CH3:34])[CH:30]=[C:29]2[C:24]=1[C:25]([NH:35][C:36]1[CH:40]=[C:39]([CH2:41][C:42]([NH:51][C:52]3[CH:57]=[CH:56][CH:55]=[CH:54][CH:53]=3)=[O:43])[NH:38][N:37]=1)=[N:26][CH:27]=[N:28]2. The yield is 1.00. (2) The product is [N+:35](=[CH:37][C:14]([C@@H:10]1[CH2:11][CH2:12][CH2:13][N:9]1[C:7](=[O:8])[C@@H:6]([NH:5][C:3](=[O:4])[O:2][CH3:1])[CH:17]([CH3:19])[CH3:18])=[O:16])=[N-:36]. The reactants are [CH3:1][O:2][C:3]([NH:5][C@@H:6]([CH:17]([CH3:19])[CH3:18])[C:7]([N:9]1[CH2:13][CH2:12][CH2:11][C@H:10]1[C:14]([OH:16])=O)=[O:8])=[O:4].CCN(CC)CC.ClC(OCC(C)C)=O.[N+:35](=[CH2:37])=[N-:36]. The yield is 0.750. The catalyst is O1CCCC1.CCOCC. (3) The reactants are [BH-](O[C:11]([CH3:13])=[O:12])(OC(C)=O)OC(C)=O.[Na+].[NH:15]1[CH2:19][CH2:18][CH2:17][CH2:16]1.[CH3:20][C:21]1[CH:28]=C(O)[CH:26]=[CH:25][C:22]=1C=O.Cl. The catalyst is C(Cl)Cl. The product is [CH3:26][C:25]1[CH:22]=[C:21]([CH2:28][N:15]2[CH2:19][CH2:18][CH2:17][CH2:16]2)[CH:20]=[CH:13][C:11]=1[OH:12]. The yield is 0.860. (4) The reactants are [NH2:1][CH2:2][CH2:3][CH2:4][OH:5].[C:6](O[C:6]([O:8][C:9]([CH3:12])([CH3:11])[CH3:10])=[O:7])([O:8][C:9]([CH3:12])([CH3:11])[CH3:10])=[O:7]. The catalyst is C(Cl)Cl. The product is [C:9]([O:8][C:6]([NH:1][CH2:2][CH2:3][CH2:4][OH:5])=[O:7])([CH3:12])([CH3:11])[CH3:10]. The yield is 0.999. (5) The reactants are [CH:1]1[CH:2]=[CH:3][C:4]([N:7]2[CH2:12][CH2:11][NH:10][CH2:9][CH2:8]2)=[CH:5][CH:6]=1.CCN(C(C)C)C(C)C.Cl[C:23]([O:25][C:26]1[CH:31]=[CH:30][C:29]([N+:32]([O-:34])=[O:33])=[CH:28][CH:27]=1)=[O:24]. The catalyst is C(Cl)Cl. The product is [C:4]1([N:7]2[CH2:8][CH2:9][N:10]([C:23]([O:25][C:26]3[CH:27]=[CH:28][C:29]([N+:32]([O-:34])=[O:33])=[CH:30][CH:31]=3)=[O:24])[CH2:11][CH2:12]2)[CH:3]=[CH:2][CH:1]=[CH:6][CH:5]=1. The yield is 1.02. (6) The reactants are Br[C:2]1[CH:3]=[C:4]([CH3:14])[C:5]2[O:9][C:8]([CH3:11])([CH3:10])[CH2:7][C:6]=2[C:12]=1[CH3:13].[CH3:15][O:16][C:17]1[CH:22]=[CH:21][C:20]([N:23]2[CH2:28][CH2:27][NH:26][CH2:25][CH2:24]2)=[CH:19][CH:18]=1. No catalyst specified. The product is [CH3:15][O:16][C:17]1[CH:18]=[CH:19][C:20]([N:23]2[CH2:28][CH2:27][N:26]([C:2]3[CH:3]=[C:4]([CH3:14])[C:5]4[O:9][C:8]([CH3:11])([CH3:10])[CH2:7][C:6]=4[C:12]=3[CH3:13])[CH2:25][CH2:24]2)=[CH:21][CH:22]=1. The yield is 0.740. (7) The reactants are Br[C:2]1[CH:21]=[CH:20][C:5]2[N:6]=[C:7]([NH:10][C@H:11]3[C:19]4[C:14](=[CH:15][CH:16]=[CH:17][CH:18]=4)[CH2:13][CH2:12]3)[O:8][CH2:9][C:4]=2[CH:3]=1.[CH2:22]=[CH:23][C:24]1[CH:29]=[CH:28][CH:27]=[CH:26][CH:25]=1.C1(C)C=CC=CC=1P(C1C=CC=CC=1C)C1C=CC=CC=1C.C(N(CC)CC)C. The catalyst is C(#N)C.[Pd]. The product is [C@H:11]1([NH:10][C:7]2[O:8][CH2:9][C:4]3[CH:3]=[C:2](/[CH:22]=[CH:23]/[C:24]4[CH:29]=[CH:28][CH:27]=[CH:26][CH:25]=4)[CH:21]=[CH:20][C:5]=3[N:6]=2)[C:19]2[C:14](=[CH:15][CH:16]=[CH:17][CH:18]=2)[CH2:13][CH2:12]1. The yield is 0.160. (8) The reactants are [Br:1][C:2]1[C:3]([F:22])=[C:4]([C:9]([CH3:21])=[C:10]([N:12]([CH2:19][CH3:20])[CH:13]2[CH2:18][CH2:17][O:16][CH2:15][CH2:14]2)[CH:11]=1)[C:5]([O:7]C)=[O:6].[OH-].[Na+].Cl. The catalyst is O1CCCC1.CO. The product is [Br:1][C:2]1[C:3]([F:22])=[C:4]([C:9]([CH3:21])=[C:10]([N:12]([CH2:19][CH3:20])[CH:13]2[CH2:18][CH2:17][O:16][CH2:15][CH2:14]2)[CH:11]=1)[C:5]([OH:7])=[O:6]. The yield is 0.950. (9) The reactants are S(Cl)([Cl:3])=O.[C:5]1([N:11]2[C:19]3[CH2:18][CH2:17][CH2:16][CH:15]([CH2:20][CH2:21]O)[C:14]=3[CH:13]=[N:12]2)[CH:10]=[CH:9][CH:8]=[CH:7][CH:6]=1. The yield is 0.760. The catalyst is C1(C)C=CC=CC=1.C(OCC)(=O)C. The product is [Cl:3][CH2:21][CH2:20][CH:15]1[CH2:16][CH2:17][CH2:18][C:19]2[N:11]([C:5]3[CH:10]=[CH:9][CH:8]=[CH:7][CH:6]=3)[N:12]=[CH:13][C:14]1=2.